From a dataset of Forward reaction prediction with 1.9M reactions from USPTO patents (1976-2016). Predict the product of the given reaction. (1) Given the reactants [CH2:1]([N:8]1[CH2:12][CH2:11][CH:10]([N:13]2[C:17]([C:18]3[CH:23]=[CH:22][CH:21]=[CH:20][CH:19]=3)=[C:16]([C:24]([O:26]C)=[O:25])[N:15]=[CH:14]2)[CH2:9]1)[C:2]1[CH:7]=[CH:6][CH:5]=[CH:4][CH:3]=1.O.[OH-].[Li+], predict the reaction product. The product is: [CH2:1]([N:8]1[CH2:12][CH2:11][CH:10]([N:13]2[C:17]([C:18]3[CH:23]=[CH:22][CH:21]=[CH:20][CH:19]=3)=[C:16]([C:24]([OH:26])=[O:25])[N:15]=[CH:14]2)[CH2:9]1)[C:2]1[CH:7]=[CH:6][CH:5]=[CH:4][CH:3]=1. (2) Given the reactants [C:1]([N:5]1[C:9](=[O:10])[C:8](Cl)=[C:7]([C:12]2[CH:17]=[CH:16][CH:15]=[CH:14][CH:13]=2)[S:6]1(=[O:19])=[O:18])([CH3:4])([CH3:3])[CH3:2].[NH2:20][CH2:21][CH2:22][C:23]([O:25][C:26]1[CH:31]=[CH:30][C:29]([O:32][C:33]([F:36])([F:35])[F:34])=[CH:28][CH:27]=1)=[O:24], predict the reaction product. The product is: [C:1]([N:5]1[C:9](=[O:10])[C:8]([NH:20][CH2:21][CH2:22][C:23]([O:25][C:26]2[CH:31]=[CH:30][C:29]([O:32][C:33]([F:34])([F:35])[F:36])=[CH:28][CH:27]=2)=[O:24])=[C:7]([C:12]2[CH:17]=[CH:16][CH:15]=[CH:14][CH:13]=2)[S:6]1(=[O:19])=[O:18])([CH3:4])([CH3:3])[CH3:2]. (3) Given the reactants [Cl:1][C:2]1[CH:3]=[CH:4][C:5]2[CH:9]=[C:8]([S:10]([N:13]3[CH2:18][CH2:17][N:16]([CH2:19][CH:20]4[CH2:25][CH2:24][N:23]([C:26]5[CH:31]=[CH:30][N:29]=[C:28](Cl)[N:27]=5)[CH2:22][CH2:21]4)[C:15](=[O:33])[CH2:14]3)(=[O:12])=[O:11])[S:7][C:6]=2[CH:34]=1.[CH2:35]([CH2:37][NH2:38])[OH:36], predict the reaction product. The product is: [Cl:1][C:2]1[CH:3]=[CH:4][C:5]2[CH:9]=[C:8]([S:10]([N:13]3[CH2:18][CH2:17][N:16]([CH2:19][CH:20]4[CH2:21][CH2:22][N:23]([C:26]5[CH:31]=[CH:30][N:29]=[C:28]([NH:38][CH2:37][CH2:35][OH:36])[N:27]=5)[CH2:24][CH2:25]4)[C:15](=[O:33])[CH2:14]3)(=[O:12])=[O:11])[S:7][C:6]=2[CH:34]=1. (4) Given the reactants [C:1]([CH:5]1[CH2:10][CH:9]([CH2:11][CH2:12][N:13]2[C:17]3=[CH:18][N:19]=[C:20]([NH2:23])[C:21](Br)=[C:16]3[CH:15]=[CH:14]2)[CH2:8][CH2:7][N:6]1[C:24]([NH2:26])=[O:25])([CH3:4])([CH3:3])[CH3:2].[O:27]1[C:31]2[CH:32]=[CH:33][CH:34]=[CH:35][C:30]=2[CH:29]=[C:28]1B(O)O.C(=O)([O-])[O-].[K+].[K+], predict the reaction product. The product is: [C:1]([CH:5]1[CH2:10][CH:9]([CH2:11][CH2:12][N:13]2[C:17]3=[CH:18][N:19]=[C:20]([NH2:23])[CH:21]=[C:16]3[CH:15]=[C:14]2[C:28]2[O:27][C:31]3=[CH:32][CH:33]=[CH:34][C:35]3=[CH:30][CH:29]=2)[CH2:8][CH2:7][N:6]1[C:24]([NH2:26])=[O:25])([CH3:4])([CH3:3])[CH3:2]. (5) Given the reactants [F:1][C:2]1[CH:3]=[C:4]2[C:9](=[CH:10][CH:11]=1)[N:8]=[C:7]([O:12][CH3:13])[C:6]([NH:14][C:15](=[O:19])OCC)=[N:5]2.[CH3:20][O:21][C:22]1[CH:27]=[CH:26][CH:25]=[CH:24][C:23]=1[N:28]1[CH2:33][CH2:32][NH:31][CH2:30][CH2:29]1, predict the reaction product. The product is: [F:1][C:2]1[CH:3]=[C:4]2[C:9](=[CH:10][CH:11]=1)[N:8]=[C:7]([O:12][CH3:13])[C:6]([NH:14][C:15]([N:31]1[CH2:30][CH2:29][N:28]([C:23]3[CH:24]=[CH:25][CH:26]=[CH:27][C:22]=3[O:21][CH3:20])[CH2:33][CH2:32]1)=[O:19])=[N:5]2. (6) The product is: [ClH:16].[NH:8]([C:10]1[CH:11]=[N:12][CH:13]=[CH:14][CH:15]=1)[NH2:9]. Given the reactants C(OC([N:8]([C:10]1[CH:11]=[N:12][CH:13]=[CH:14][CH:15]=1)[NH2:9])=O)(C)(C)C.[ClH:16], predict the reaction product. (7) The product is: [ClH:57].[CH3:1][O:2][C:3]1[CH:4]=[C:5]([CH3:25])[C:6]([S:10]([N:13]2[CH2:18][CH2:17][CH2:16][CH2:15][C@H:14]2[CH2:19][O:20][CH2:21][C:22]([N:53]2[CH2:47][CH2:48][C:49]([C:58]3[CH:45]=[N:43][CH:42]=[CH:41][CH:40]=3)([CH2:34][CH2:32][N:28]3[CH2:27][CH2:26][CH2:31][CH2:29]3)[CH2:50][CH2:51]2)=[O:23])(=[O:12])=[O:11])=[C:7]([CH3:9])[CH:8]=1. Given the reactants [CH3:1][O:2][C:3]1[CH:8]=[C:7]([CH3:9])[C:6]([S:10]([N:13]2[CH2:18][CH2:17][CH2:16][CH2:15][C@H:14]2[CH2:19][O:20][CH2:21][C:22](O)=[O:23])(=[O:12])=[O:11])=[C:5]([CH3:25])[CH:4]=1.[CH3:26][CH2:27][N:28]([CH:32]([CH3:34])C)[CH:29]([CH3:31])C.CCN=C=N[CH2:40][CH2:41][CH2:42][N:43]([CH3:45])C.Cl.[CH:47]1[CH:48]=[CH:49][C:50]2N(O)N=[N:53][C:51]=2C=1.[Cl:57][CH2:58]Cl, predict the reaction product.